Predict which catalyst facilitates the given reaction. From a dataset of Catalyst prediction with 721,799 reactions and 888 catalyst types from USPTO. Reactant: C(OC([N:8]1[CH2:13][CH2:12][N:11]([C:14]2[C:19]([C:20]3[CH:25]=[CH:24][C:23]([Cl:26])=[CH:22][CH:21]=3)=[N:18][CH:17]=[CH:16][N:15]=2)[CH2:10][CH2:9]1)=O)(C)(C)C.Cl. Product: [Cl:26][C:23]1[CH:24]=[CH:25][C:20]([C:19]2[C:14]([N:11]3[CH2:10][CH2:9][NH:8][CH2:13][CH2:12]3)=[N:15][CH:16]=[CH:17][N:18]=2)=[CH:21][CH:22]=1. The catalyst class is: 2.